This data is from Reaction yield outcomes from USPTO patents with 853,638 reactions. The task is: Predict the reaction yield, written as a fraction of the theoretical maximum amount of product (1.0 means a 100% yield; for example, 0.34 means a 34% yield). The reactants are [Cl:1][C:2]1[N:7]=[CH:6][C:5]([S:8]([NH:11][CH:12]2[CH2:16][CH2:15][CH2:14][CH2:13]2)(=[O:10])=[O:9])=[CH:4][CH:3]=1.C([O-])([O-])=O.[K+].[K+].Br[CH2:24][CH2:25][CH2:26][O:27][CH2:28][C:29]1[CH:34]=[CH:33][CH:32]=[CH:31][CH:30]=1. The catalyst is CN(C=O)C.CCOC(C)=O. The product is [CH2:28]([O:27][CH2:26][CH2:25][CH2:24][N:11]([CH:12]1[CH2:16][CH2:15][CH2:14][CH2:13]1)[S:8]([C:5]1[CH:6]=[N:7][C:2]([Cl:1])=[CH:3][CH:4]=1)(=[O:10])=[O:9])[C:29]1[CH:34]=[CH:33][CH:32]=[CH:31][CH:30]=1. The yield is 0.990.